Dataset: Plasma protein binding rate (PPBR) regression data from AstraZeneca. Task: Regression/Classification. Given a drug SMILES string, predict its absorption, distribution, metabolism, or excretion properties. Task type varies by dataset: regression for continuous measurements (e.g., permeability, clearance, half-life) or binary classification for categorical outcomes (e.g., BBB penetration, CYP inhibition). For this dataset (ppbr_az), we predict Y. (1) The compound is Cc1ccc2c(c1)c(S(=O)(=O)c1ccc(Cl)cc1)c(C)n2CC(=O)O. The Y is 99.5 %. (2) The drug is COCCNc1nc(N)c2nc(O)n(Cc3ccccc3)c2n1. The Y is 79.2 %.